From a dataset of Full USPTO retrosynthesis dataset with 1.9M reactions from patents (1976-2016). Predict the reactants needed to synthesize the given product. (1) Given the product [Cl:42][C:41]1[CH:19]=[CH:20][C:15]([CH2:33][N:30]2[CH2:31][CH2:32][N:27]([C:24]3[CH:23]=[CH:22][C:21]([C:18]4[CH:17]=[CH:16][C:15]([O:14][CH2:13][C@:2]5([CH3:1])[O:6][C:5]6=[N:7][C:8]([N+:10]([O-:12])=[O:11])=[CH:9][N:4]6[CH2:3]5)=[CH:20][CH:19]=4)=[CH:26][CH:25]=3)[CH2:28][CH2:29]2)=[CH:16][CH:17]=1, predict the reactants needed to synthesize it. The reactants are: [CH3:1][C@@:2]1([CH2:13][O:14][C:15]2[CH:20]=[CH:19][C:18]([C:21]3[CH:26]=[CH:25][C:24]([N:27]4[CH2:32][CH2:31][N:30]([C:33](OC(C)(C)C)=O)[CH2:29][CH2:28]4)=[CH:23][CH:22]=3)=[CH:17][CH:16]=2)[O:6][C:5]2=[N:7][C:8]([N+:10]([O-:12])=[O:11])=[CH:9][N:4]2[CH2:3]1.Cl[CH2:41][Cl:42]. (2) Given the product [C:1]([O:5][C:6]([N:8]1[CH:16]2[CH:11]([CH2:12][N:13]([CH2:17][C:18]3[CH:23]=[CH:22][CH:21]=[CH:20][CH:19]=3)[CH2:14][CH2:15]2)[CH2:10][CH2:9]1)=[O:7])([CH3:4])([CH3:2])[CH3:3], predict the reactants needed to synthesize it. The reactants are: [C:1]([O:5][C:6]([N:8]1[C:16]2[CH:15]=[CH:14][N:13]=[CH:12][C:11]=2[CH2:10][CH2:9]1)=[O:7])([CH3:4])([CH3:3])[CH3:2].[CH2:17](Br)[C:18]1[CH:23]=[CH:22][CH:21]=[CH:20][CH:19]=1.[BH4-].[Na+]. (3) Given the product [CH3:26][C:27]1([CH3:43])[C:31]([CH3:33])([CH3:32])[O:30][B:29]([C:7]2[CH2:12][CH2:11][N:10]([C:13]3[CH:14]=[N:15][N:16]([CH:18]([CH3:23])[C:19]([O:21][CH3:22])=[O:20])[CH:17]=3)[CH2:9][CH:8]=2)[O:28]1, predict the reactants needed to synthesize it. The reactants are: FC(F)(F)S(O[C:7]1[CH2:12][CH2:11][N:10]([C:13]2[CH:14]=[N:15][N:16]([CH:18]([CH3:23])[C:19]([O:21][CH3:22])=[O:20])[CH:17]=2)[CH2:9][CH:8]=1)(=O)=O.[CH3:26][C:27]1([CH3:43])[C:31]([CH3:33])([CH3:32])[O:30][B:29]([B:29]2[O:30][C:31]([CH3:33])([CH3:32])[C:27]([CH3:43])([CH3:26])[O:28]2)[O:28]1.C([O-])(=O)C.[K+].